Task: Predict the reactants needed to synthesize the given product.. Dataset: Full USPTO retrosynthesis dataset with 1.9M reactions from patents (1976-2016) (1) Given the product [NH:1]1[C:9]2[C:4](=[C:5]([C:10]3[N:11]=[C:12]([N:22]4[CH2:23][CH2:24][O:25][CH2:26][CH2:27]4)[C:13]4[CH:18]=[C:17]([C:19]([N:32]5[CH2:33][CH2:34][N:29]([CH3:28])[CH2:30][CH2:31]5)=[O:21])[S:16][C:14]=4[N:15]=3)[CH:6]=[CH:7][CH:8]=2)[CH:3]=[N:2]1, predict the reactants needed to synthesize it. The reactants are: [NH:1]1[C:9]2[C:4](=[C:5]([C:10]3[N:11]=[C:12]([N:22]4[CH2:27][CH2:26][O:25][CH2:24][CH2:23]4)[C:13]4[CH:18]=[C:17]([C:19]([OH:21])=O)[S:16][C:14]=4[N:15]=3)[CH:6]=[CH:7][CH:8]=2)[CH:3]=[N:2]1.[CH3:28][N:29]1[CH2:34][CH2:33][NH:32][CH2:31][CH2:30]1. (2) Given the product [CH3:20][C@@H:5]([C:6](=[O:19])[NH:7][CH2:8][C:9]1[CH:14]=[CH:13][CH:12]=[C:11]([C:15]([F:16])([F:17])[F:18])[CH:10]=1)[CH2:4][C:3]([OH:21])=[O:2], predict the reactants needed to synthesize it. The reactants are: C[O:2][C:3](=[O:21])[CH2:4][C@@H:5]([CH3:20])[C:6](=[O:19])[NH:7][CH2:8][C:9]1[CH:14]=[CH:13][CH:12]=[C:11]([C:15]([F:18])([F:17])[F:16])[CH:10]=1.[Li+].[OH-].CC(=O)OCC. (3) Given the product [CH2:1]([O:3][C:4]([N:6]1[CH2:11][CH2:10][NH:9][CH2:8][C@H:7]1[CH3:19])=[O:5])[CH3:2], predict the reactants needed to synthesize it. The reactants are: [CH2:1]([O:3][C:4]([N:6]1[CH2:11][CH2:10][N:9](C(OC(C)(C)C)=O)[CH2:8][C@H:7]1[CH3:19])=[O:5])[CH3:2].C(O)(C(F)(F)F)=O. (4) Given the product [C:30]([N:33]1[CH2:38][CH2:37][N:36]([CH2:2][CH2:3][O:4][C:5]2[C:13]3[C:8](=[N:9][CH:10]=[N:11][C:12]=3[NH:14][C:15]3[CH:20]=[CH:19][C:18]([O:21][C:22]4[CH:23]=[N:24][C:25]([CH3:28])=[CH:26][CH:27]=4)=[C:17]([CH3:29])[CH:16]=3)[NH:7][N:6]=2)[CH2:35][CH2:34]1)(=[O:32])[CH3:31], predict the reactants needed to synthesize it. The reactants are: Cl[CH2:2][CH2:3][O:4][C:5]1[C:13]2[C:8](=[N:9][CH:10]=[N:11][C:12]=2[NH:14][C:15]2[CH:20]=[CH:19][C:18]([O:21][C:22]3[CH:23]=[N:24][C:25]([CH3:28])=[CH:26][CH:27]=3)=[C:17]([CH3:29])[CH:16]=2)[NH:7][N:6]=1.[C:30]([N:33]1[CH2:38][CH2:37][NH:36][CH2:35][CH2:34]1)(=[O:32])[CH3:31]. (5) Given the product [NH2:2][CH2:1][C:3]1[CH:4]=[C:5]2[C:10](=[CH:11][CH:12]=1)[CH2:9][CH:8]([N:13]([CH3:29])[C:14]([C:16]1[CH:21]=[CH:20][C:19]([C:22]3[CH:23]=[CH:24][C:25]([F:28])=[CH:26][CH:27]=3)=[CH:18][CH:17]=1)=[O:15])[CH2:7][CH2:6]2, predict the reactants needed to synthesize it. The reactants are: [C:1]([C:3]1[CH:4]=[C:5]2[C:10](=[CH:11][CH:12]=1)[CH2:9][CH:8]([N:13]([CH3:29])[C:14]([C:16]1[CH:21]=[CH:20][C:19]([C:22]3[CH:27]=[CH:26][C:25]([F:28])=[CH:24][CH:23]=3)=[CH:18][CH:17]=1)=[O:15])[CH2:7][CH2:6]2)#[N:2].[NH4+].[OH-]. (6) Given the product [Cl:1][C:2]1[C:11]2[C:6](=[C:7]([Cl:12])[CH:8]=[CH:9][CH:10]=2)[C:5]([O:13][CH2:14][CH3:15])=[CH:4][N:3]=1, predict the reactants needed to synthesize it. The reactants are: [Cl:1][C:2]1[C:11]2[C:6](=[C:7]([Cl:12])[CH:8]=[CH:9][CH:10]=2)[C:5]([OH:13])=[CH:4][N:3]=1.[CH2:14]1CCN2C(=NCCC2)C[CH2:15]1.C1(Br)CC1.